From a dataset of Full USPTO retrosynthesis dataset with 1.9M reactions from patents (1976-2016). Predict the reactants needed to synthesize the given product. (1) Given the product [CH3:17][C:13]1[CH:12]=[C:11]([N:1]2[C:9]3[C:4](=[CH:5][CH:6]=[CH:7][CH:8]=3)[CH:3]=[CH:2]2)[CH:16]=[CH:15][CH:14]=1, predict the reactants needed to synthesize it. The reactants are: [NH:1]1[C:9]2[C:4](=[CH:5][CH:6]=[CH:7][CH:8]=2)[CH:3]=[CH:2]1.I[C:11]1[CH:16]=[CH:15][CH:14]=[C:13]([CH3:17])[CH:12]=1. (2) Given the product [Cl:1][C:2]1[CH:3]=[C:4]([CH:9]([Br:19])[C:10]([O:12][CH3:13])=[O:11])[CH:5]=[C:6]([Cl:8])[CH:7]=1, predict the reactants needed to synthesize it. The reactants are: [Cl:1][C:2]1[CH:3]=[C:4]([CH:9](OS(C)(=O)=O)[C:10]([O:12][CH3:13])=[O:11])[CH:5]=[C:6]([Cl:8])[CH:7]=1.[Br-:19].[K+]. (3) Given the product [CH3:8][N:5]1[CH:6]=[CH:7][C:2]([NH:13][C:14]2[CH:15]=[C:16]([C:20]3[C:21]([C:26]#[N:27])=[CH:22][CH:23]=[CH:24][CH:25]=3)[CH:17]=[CH:18][CH:19]=2)=[C:3]([N+:10]([O-:12])=[O:11])[C:4]1=[O:9], predict the reactants needed to synthesize it. The reactants are: Cl[C:2]1[CH:7]=[CH:6][N:5]([CH3:8])[C:4](=[O:9])[C:3]=1[N+:10]([O-:12])=[O:11].[NH2:13][C:14]1[CH:15]=[C:16]([C:20]2[C:21]([C:26]#[N:27])=[CH:22][CH:23]=[CH:24][CH:25]=2)[CH:17]=[CH:18][CH:19]=1.C(N(CC)CC)C. (4) Given the product [Cl:12][C:9]1[CH:10]=[CH:11][C:6]([O:5][CH2:4][CH2:3][CH2:2][NH:1][C:35]([NH:34][CH2:33][CH2:32][Cl:31])=[O:36])=[C:7]([NH:13][C:14]([NH:16][C:17]2[CH:22]=[CH:21][C:20]([C:23]#[N:24])=[CH:19][N:18]=2)=[O:15])[CH:8]=1, predict the reactants needed to synthesize it. The reactants are: [NH2:1][CH2:2][CH2:3][CH2:4][O:5][C:6]1[CH:11]=[CH:10][C:9]([Cl:12])=[CH:8][C:7]=1[NH:13][C:14]([NH:16][C:17]1[CH:22]=[CH:21][C:20]([C:23]#[N:24])=[CH:19][N:18]=1)=[O:15].C(=O)([O-])[O-].[K+].[K+].[Cl:31][CH2:32][CH2:33][N:34]=[C:35]=[O:36]. (5) Given the product [C:42]([C@@H:41]([O:47][CH2:48][CH3:49])[CH2:40][C:37]1[CH:36]=[CH:35][C:34]([O:33][CH2:32]/[CH:31]=[C:30](/[C:27]2[CH:28]=[CH:29][C:24]([C:21]3[CH:22]=[CH:23][C:18](/[C:16](/[CH3:17])=[CH:15]/[CH2:14][O:13][C:10]4[CH:9]=[CH:8][C:7]([CH2:6][C@H:5]([O:51][CH2:52][CH3:53])[C:4]([OH:54])=[O:3])=[CH:12][CH:11]=4)=[CH:19][CH:20]=3)=[CH:25][CH:26]=2)\[CH3:50])=[CH:39][CH:38]=1)([OH:44])=[O:43], predict the reactants needed to synthesize it. The reactants are: C([O:3][C:4](=[O:54])[C@@H:5]([O:51][CH2:52][CH3:53])[CH2:6][C:7]1[CH:12]=[CH:11][C:10]([O:13][CH2:14]/[CH:15]=[C:16](/[C:18]2[CH:23]=[CH:22][C:21]([C:24]3[CH:29]=[CH:28][C:27](/[C:30](/[CH3:50])=[CH:31]/[CH2:32][O:33][C:34]4[CH:39]=[CH:38][C:37]([CH2:40][C@H:41]([O:47][CH2:48][CH3:49])[C:42]([O:44]CC)=[O:43])=[CH:36][CH:35]=4)=[CH:26][CH:25]=3)=[CH:20][CH:19]=2)\[CH3:17])=[CH:9][CH:8]=1)C.[OH-].[Na+].